From a dataset of Full USPTO retrosynthesis dataset with 1.9M reactions from patents (1976-2016). Predict the reactants needed to synthesize the given product. (1) Given the product [O:1]=[C:2]1[C:6]2([CH2:7][CH2:8][N:9]([CH2:12][CH2:13][CH2:14][N:15]3[C:19]4[CH:20]=[CH:21][CH:22]=[CH:23][C:18]=4[NH:17][C:16]3=[O:24])[CH2:10][CH2:11]2)[N:5]([C:25]2[CH:30]=[CH:29][CH:28]=[CH:27][CH:26]=2)[CH2:4][N:3]1[CH2:31][CH2:32][CH2:33][CH2:34][CH2:35][C:36]([OH:38])=[O:37], predict the reactants needed to synthesize it. The reactants are: [O:1]=[C:2]1[C:6]2([CH2:11][CH2:10][N:9]([CH2:12][CH2:13][CH2:14][N:15]3[C:19]4[CH:20]=[CH:21][CH:22]=[CH:23][C:18]=4[NH:17][C:16]3=[O:24])[CH2:8][CH2:7]2)[N:5]([C:25]2[CH:30]=[CH:29][CH:28]=[CH:27][CH:26]=2)[CH2:4][N:3]1[CH2:31][CH2:32][CH2:33][CH2:34][CH2:35][C:36]([O:38]CC1C=CC=CC=1)=[O:37]. (2) Given the product [Cl:17][C:9]1[N:8]2[N:11]=[CH:12][CH:13]=[C:7]2[N:6]=[C:5]([CH3:14])[C:4]=1[CH:1]1[CH2:3][CH2:2]1, predict the reactants needed to synthesize it. The reactants are: [CH:1]1([C:4]2[C:9](=O)[N:8]3[N:11]=[CH:12][CH:13]=[C:7]3[NH:6][C:5]=2[CH3:14])[CH2:3][CH2:2]1.O=P(Cl)(Cl)[Cl:17]. (3) Given the product [F:1][C:2]1[CH:8]=[CH:7][C:5]([NH:6][C:14]([NH2:15])=[O:13])=[CH:4][C:3]=1[C:9]([F:10])([F:11])[F:12], predict the reactants needed to synthesize it. The reactants are: [F:1][C:2]1[CH:8]=[CH:7][C:5]([NH2:6])=[CH:4][C:3]=1[C:9]([F:12])([F:11])[F:10].[O-:13][C:14]#[N:15].[K+]. (4) Given the product [Cl:1][C:2]1[CH:3]=[C:4]([C@@H:8]2[C@@H:13]([C:14]3[CH:15]=[CH:16][C:17]([Cl:20])=[CH:18][CH:19]=3)[N:12]([C@@H:21]([CH2:31][CH3:32])[CH2:22][N:23]([CH3:30])[S:24]([CH:27]3[CH2:28][CH2:29]3)(=[O:25])=[O:26])[C:11](=[O:33])[C@:10]([CH:35]([CH3:40])[C:36]([OH:38])=[O:37])([CH3:34])[CH2:9]2)[CH:5]=[CH:6][CH:7]=1, predict the reactants needed to synthesize it. The reactants are: [Cl:1][C:2]1[CH:3]=[C:4]([C@@H:8]2[C@@H:13]([C:14]3[CH:19]=[CH:18][C:17]([Cl:20])=[CH:16][CH:15]=3)[N:12]([C@@H:21]([CH2:31][CH3:32])[CH2:22][N:23]([CH3:30])[S:24]([CH:27]3[CH2:29][CH2:28]3)(=[O:26])=[O:25])[C:11](=[O:33])[C@:10]([C@H:35]([CH3:40])[C:36]([O:38]C)=[O:37])([CH3:34])[CH2:9]2)[CH:5]=[CH:6][CH:7]=1.[OH-].[Li+].Cl. (5) Given the product [ClH:23].[Br:1][C:2]1[CH:3]=[C:4]2[C:5](=[CH:6][CH:7]=1)[N:8]([CH:9]1[CH:14]3[CH2:15][CH2:16][N:11]([CH2:12][CH2:13]3)[CH2:10]1)[CH:18]=[CH:17]2, predict the reactants needed to synthesize it. The reactants are: [Br:1][C:2]1[CH:7]=[CH:6][C:5]([NH:8][CH:9]2[CH:14]3[CH2:15][CH2:16][N:11]([CH2:12][CH2:13]3)[CH2:10]2)=[C:4]([CH2:17][CH:18](OC)OC)[CH:3]=1.[ClH:23].CO. (6) Given the product [CH2:1]([O:13][C:26](=[O:25])[O:27][CH2:28][N:29]1[C:38]2[C:33](=[CH:34][CH:35]=[C:36]([O:39][CH2:40][CH2:41][CH2:42][CH2:43][N:44]3[CH2:49][CH2:48][N:47]([C:50]4[C:58]5[CH:57]=[CH:56][S:55][C:54]=5[CH:53]=[CH:52][CH:51]=4)[CH2:46][CH2:45]3)[CH:37]=2)[CH:32]=[CH:31][C:30]1=[O:59])[CH2:2][CH2:3][CH2:4][CH2:5][CH2:6][CH2:7][CH2:8][CH2:9][CH2:10][CH2:11][CH3:12], predict the reactants needed to synthesize it. The reactants are: [CH2:1]([OH:13])[CH2:2][CH2:3][CH2:4][CH2:5][CH2:6][CH2:7][CH2:8][CH2:9][CH2:10][CH2:11][CH3:12].[H-].[Na+].[N+](C1C=CC([O:25][C:26](=O)[O:27][CH2:28][N:29]2[C:38]3[C:33](=[CH:34][CH:35]=[C:36]([O:39][CH2:40][CH2:41][CH2:42][CH2:43][N:44]4[CH2:49][CH2:48][N:47]([C:50]5[C:58]6[CH:57]=[CH:56][S:55][C:54]=6[CH:53]=[CH:52][CH:51]=5)[CH2:46][CH2:45]4)[CH:37]=3)[CH:32]=[CH:31][C:30]2=[O:59])=CC=1)([O-])=O.O. (7) Given the product [NH2:14][C:4]1[N:5]([C:7]2[N:8]=[CH:9][N:10]=[C:11]([NH:16][CH3:15])[CH:12]=2)[N:6]=[C:2]([CH3:1])[CH:3]=1, predict the reactants needed to synthesize it. The reactants are: [CH3:1][C:2]1[CH:3]=[C:4]([NH2:14])[N:5]([C:7]2[CH:12]=[C:11](Cl)[N:10]=[CH:9][N:8]=2)[N:6]=1.[CH3:15][NH2:16].